This data is from NCI-60 drug combinations with 297,098 pairs across 59 cell lines. The task is: Regression. Given two drug SMILES strings and cell line genomic features, predict the synergy score measuring deviation from expected non-interaction effect. (1) Drug 1: C1=NNC2=C1C(=O)NC=N2. Drug 2: COC1=C2C(=CC3=C1OC=C3)C=CC(=O)O2. Cell line: 786-0. Synergy scores: CSS=1.26, Synergy_ZIP=-0.0559, Synergy_Bliss=-0.140, Synergy_Loewe=-2.01, Synergy_HSA=-1.35. (2) Drug 1: CC1=C2C(C(=O)C3(C(CC4C(C3C(C(C2(C)C)(CC1OC(=O)C(C(C5=CC=CC=C5)NC(=O)OC(C)(C)C)O)O)OC(=O)C6=CC=CC=C6)(CO4)OC(=O)C)OC)C)OC. Drug 2: C1=C(C(=O)NC(=O)N1)F. Cell line: SF-295. Synergy scores: CSS=36.8, Synergy_ZIP=-16.8, Synergy_Bliss=-14.9, Synergy_Loewe=-9.02, Synergy_HSA=-6.87. (3) Drug 1: CC(C)(C#N)C1=CC(=CC(=C1)CN2C=NC=N2)C(C)(C)C#N. Drug 2: CCC1=C2CN3C(=CC4=C(C3=O)COC(=O)C4(CC)O)C2=NC5=C1C=C(C=C5)O. Cell line: HS 578T. Synergy scores: CSS=15.9, Synergy_ZIP=-4.20, Synergy_Bliss=3.09, Synergy_Loewe=-12.4, Synergy_HSA=1.19. (4) Drug 1: CCCCC(=O)OCC(=O)C1(CC(C2=C(C1)C(=C3C(=C2O)C(=O)C4=C(C3=O)C=CC=C4OC)O)OC5CC(C(C(O5)C)O)NC(=O)C(F)(F)F)O. Drug 2: C(CN)CNCCSP(=O)(O)O. Cell line: ACHN. Synergy scores: CSS=57.8, Synergy_ZIP=-0.0879, Synergy_Bliss=-1.65, Synergy_Loewe=-33.9, Synergy_HSA=-0.187. (5) Drug 1: CC12CCC(CC1=CCC3C2CCC4(C3CC=C4C5=CN=CC=C5)C)O. Drug 2: C1=CC(=CC=C1CC(C(=O)O)N)N(CCCl)CCCl.Cl. Cell line: EKVX. Synergy scores: CSS=-0.389, Synergy_ZIP=-0.0944, Synergy_Bliss=1.19, Synergy_Loewe=-1.49, Synergy_HSA=-1.79. (6) Drug 2: CC1CCCC2(C(O2)CC(NC(=O)CC(C(C(=O)C(C1O)C)(C)C)O)C(=CC3=CSC(=N3)C)C)C. Synergy scores: CSS=56.6, Synergy_ZIP=-0.818, Synergy_Bliss=0.199, Synergy_Loewe=-6.15, Synergy_HSA=1.23. Cell line: HT29. Drug 1: CCC1(CC2CC(C3=C(CCN(C2)C1)C4=CC=CC=C4N3)(C5=C(C=C6C(=C5)C78CCN9C7C(C=CC9)(C(C(C8N6C=O)(C(=O)OC)O)OC(=O)C)CC)OC)C(=O)OC)O.OS(=O)(=O)O. (7) Drug 1: C1CN(P(=O)(OC1)NCCCl)CCCl. Drug 2: CCC1(C2=C(COC1=O)C(=O)N3CC4=CC5=C(C=CC(=C5CN(C)C)O)N=C4C3=C2)O.Cl. Cell line: HCC-2998. Synergy scores: CSS=10.8, Synergy_ZIP=1.49, Synergy_Bliss=-2.26, Synergy_Loewe=-15.8, Synergy_HSA=-6.02. (8) Drug 1: C1CCN(CC1)CCOC2=CC=C(C=C2)C(=O)C3=C(SC4=C3C=CC(=C4)O)C5=CC=C(C=C5)O. Drug 2: C1C(C(OC1N2C=NC(=NC2=O)N)CO)O. Cell line: A498. Synergy scores: CSS=-3.20, Synergy_ZIP=-1.54, Synergy_Bliss=-8.60, Synergy_Loewe=-9.25, Synergy_HSA=-8.14. (9) Drug 1: CCCS(=O)(=O)NC1=C(C(=C(C=C1)F)C(=O)C2=CNC3=C2C=C(C=N3)C4=CC=C(C=C4)Cl)F. Drug 2: C1C(C(OC1N2C=NC3=C(N=C(N=C32)Cl)N)CO)O. Cell line: UO-31. Synergy scores: CSS=17.7, Synergy_ZIP=0.545, Synergy_Bliss=3.98, Synergy_Loewe=3.80, Synergy_HSA=5.14. (10) Drug 1: CC1=C2C(C(=O)C3(C(CC4C(C3C(C(C2(C)C)(CC1OC(=O)C(C(C5=CC=CC=C5)NC(=O)OC(C)(C)C)O)O)OC(=O)C6=CC=CC=C6)(CO4)OC(=O)C)O)C)O. Drug 2: CC1CCC2CC(C(=CC=CC=CC(CC(C(=O)C(C(C(=CC(C(=O)CC(OC(=O)C3CCCCN3C(=O)C(=O)C1(O2)O)C(C)CC4CCC(C(C4)OC)OCCO)C)C)O)OC)C)C)C)OC. Cell line: SF-268. Synergy scores: CSS=20.4, Synergy_ZIP=-6.68, Synergy_Bliss=0.967, Synergy_Loewe=1.19, Synergy_HSA=2.69.